Dataset: Reaction yield outcomes from USPTO patents with 853,638 reactions. Task: Predict the reaction yield, written as a fraction of the theoretical maximum amount of product (1.0 means a 100% yield; for example, 0.34 means a 34% yield). (1) The reactants are [NH2:1][C:2]1[N:7]=[CH:6][C:5]([N:8]2[CH2:13][CH2:12][N:11]([C:14]([C:16]3[CH:21]=[CH:20][CH:19]=[CH:18][C:17]=3[C:22]([F:25])([F:24])[F:23])=[O:15])[CH2:10][CH2:9]2)=[CH:4][CH:3]=1.[CH2:26]([N:33]=[C:34]=[O:35])[C:27]1[CH:32]=[CH:31][CH:30]=[CH:29][CH:28]=1. The catalyst is ClCCl. The product is [CH2:26]([NH:33][C:34]([NH:1][C:2]1[CH:3]=[CH:4][C:5]([N:8]2[CH2:9][CH2:10][N:11]([C:14](=[O:15])[C:16]3[CH:21]=[CH:20][CH:19]=[CH:18][C:17]=3[C:22]([F:25])([F:24])[F:23])[CH2:12][CH2:13]2)=[CH:6][N:7]=1)=[O:35])[C:27]1[CH:32]=[CH:31][CH:30]=[CH:29][CH:28]=1. The yield is 0.300. (2) The reactants are [Br:1][C:2]1[CH:11]=[C:10]2[C:5]([CH:6]=[CH:7][N:8]=[C:9]2[OH:12])=[CH:4][CH:3]=1.[C:13]([O:17][C:18](=[O:27])[C:19]1[CH:24]=[CH:23][C:22]([CH2:25]Br)=[CH:21][CH:20]=1)([CH3:16])([CH3:15])[CH3:14].C(=O)([O-])[O-].[Cs+].[Cs+]. The catalyst is CN(C)C=O. The product is [C:13]([O:17][C:18](=[O:27])[C:19]1[CH:20]=[CH:21][C:22]([CH2:25][N:8]2[CH:7]=[CH:6][C:5]3[C:10](=[CH:11][C:2]([Br:1])=[CH:3][CH:4]=3)[C:9]2=[O:12])=[CH:23][CH:24]=1)([CH3:16])([CH3:15])[CH3:14]. The yield is 0.757.